Dataset: NCI-60 drug combinations with 297,098 pairs across 59 cell lines. Task: Regression. Given two drug SMILES strings and cell line genomic features, predict the synergy score measuring deviation from expected non-interaction effect. (1) Drug 1: CC1OCC2C(O1)C(C(C(O2)OC3C4COC(=O)C4C(C5=CC6=C(C=C35)OCO6)C7=CC(=C(C(=C7)OC)O)OC)O)O. Drug 2: CC1=C(C=C(C=C1)NC(=O)C2=CC=C(C=C2)CN3CCN(CC3)C)NC4=NC=CC(=N4)C5=CN=CC=C5. Cell line: K-562. Synergy scores: CSS=58.1, Synergy_ZIP=-1.82, Synergy_Bliss=-1.24, Synergy_Loewe=1.12, Synergy_HSA=3.35. (2) Drug 1: CN(CC1=CN=C2C(=N1)C(=NC(=N2)N)N)C3=CC=C(C=C3)C(=O)NC(CCC(=O)O)C(=O)O. Drug 2: CN(C(=O)NC(C=O)C(C(C(CO)O)O)O)N=O. Cell line: CAKI-1. Synergy scores: CSS=27.9, Synergy_ZIP=4.61, Synergy_Bliss=1.47, Synergy_Loewe=-48.9, Synergy_HSA=-7.93. (3) Drug 1: C1=NC2=C(N=C(N=C2N1C3C(C(C(O3)CO)O)O)F)N. Drug 2: CNC(=O)C1=NC=CC(=C1)OC2=CC=C(C=C2)NC(=O)NC3=CC(=C(C=C3)Cl)C(F)(F)F. Cell line: M14. Synergy scores: CSS=6.54, Synergy_ZIP=-1.81, Synergy_Bliss=-2.36, Synergy_Loewe=-4.99, Synergy_HSA=-3.30. (4) Synergy scores: CSS=11.9, Synergy_ZIP=1.35, Synergy_Bliss=1.34, Synergy_Loewe=-1.71, Synergy_HSA=2.80. Drug 2: CCC1(C2=C(COC1=O)C(=O)N3CC4=CC5=C(C=CC(=C5CN(C)C)O)N=C4C3=C2)O.Cl. Cell line: SK-OV-3. Drug 1: CC12CCC3C(C1CCC2=O)CC(=C)C4=CC(=O)C=CC34C. (5) Synergy scores: CSS=19.9, Synergy_ZIP=-11.1, Synergy_Bliss=-3.80, Synergy_Loewe=-9.24, Synergy_HSA=-5.13. Cell line: SN12C. Drug 1: CC1=C(C(=O)C2=C(C1=O)N3CC4C(C3(C2COC(=O)N)OC)N4)N. Drug 2: N.N.Cl[Pt+2]Cl. (6) Drug 1: C1=CC(=CC=C1CC(C(=O)O)N)N(CCCl)CCCl.Cl. Drug 2: C1=CN(C=N1)CC(O)(P(=O)(O)O)P(=O)(O)O. Cell line: IGROV1. Synergy scores: CSS=8.45, Synergy_ZIP=-9.11, Synergy_Bliss=-9.79, Synergy_Loewe=-14.5, Synergy_HSA=-8.34.